Dataset: NCI-60 drug combinations with 297,098 pairs across 59 cell lines. Task: Regression. Given two drug SMILES strings and cell line genomic features, predict the synergy score measuring deviation from expected non-interaction effect. (1) Drug 1: CC12CCC3C(C1CCC2=O)CC(=C)C4=CC(=O)C=CC34C. Drug 2: CC1CCCC2(C(O2)CC(NC(=O)CC(C(C(=O)C(C1O)C)(C)C)O)C(=CC3=CSC(=N3)C)C)C. Cell line: UO-31. Synergy scores: CSS=22.8, Synergy_ZIP=-7.38, Synergy_Bliss=-4.67, Synergy_Loewe=-3.79, Synergy_HSA=-4.54. (2) Drug 2: C(CC(=O)O)C(=O)CN.Cl. Cell line: M14. Synergy scores: CSS=37.2, Synergy_ZIP=-2.35, Synergy_Bliss=-2.78, Synergy_Loewe=-18.6, Synergy_HSA=-1.33. Drug 1: CCCS(=O)(=O)NC1=C(C(=C(C=C1)F)C(=O)C2=CNC3=C2C=C(C=N3)C4=CC=C(C=C4)Cl)F. (3) Drug 1: CC(CN1CC(=O)NC(=O)C1)N2CC(=O)NC(=O)C2. Drug 2: C1C(C(OC1N2C=NC3=C(N=C(N=C32)Cl)N)CO)O. Cell line: SK-MEL-5. Synergy scores: CSS=24.2, Synergy_ZIP=-1.10, Synergy_Bliss=4.44, Synergy_Loewe=3.23, Synergy_HSA=3.64. (4) Synergy scores: CSS=5.66, Synergy_ZIP=-2.98, Synergy_Bliss=-1.12, Synergy_Loewe=-4.25, Synergy_HSA=-0.104. Drug 2: C1CN(P(=O)(OC1)NCCCl)CCCl. Cell line: 786-0. Drug 1: CC1C(C(CC(O1)OC2CC(CC3=C2C(=C4C(=C3O)C(=O)C5=C(C4=O)C(=CC=C5)OC)O)(C(=O)CO)O)N)O.Cl. (5) Drug 1: CCC1(CC2CC(C3=C(CCN(C2)C1)C4=CC=CC=C4N3)(C5=C(C=C6C(=C5)C78CCN9C7C(C=CC9)(C(C(C8N6C)(C(=O)OC)O)OC(=O)C)CC)OC)C(=O)OC)O.OS(=O)(=O)O. Drug 2: CCC1=C2CN3C(=CC4=C(C3=O)COC(=O)C4(CC)O)C2=NC5=C1C=C(C=C5)O. Cell line: UO-31. Synergy scores: CSS=28.1, Synergy_ZIP=-1.54, Synergy_Bliss=4.69, Synergy_Loewe=-20.5, Synergy_HSA=2.93. (6) Drug 1: CN1C(=O)N2C=NC(=C2N=N1)C(=O)N. Drug 2: CN1C2=C(C=C(C=C2)N(CCCl)CCCl)N=C1CCCC(=O)O.Cl. Cell line: A549. Synergy scores: CSS=0.481, Synergy_ZIP=-0.117, Synergy_Bliss=-1.96, Synergy_Loewe=-1.09, Synergy_HSA=-3.79. (7) Drug 1: C1CCC(C1)C(CC#N)N2C=C(C=N2)C3=C4C=CNC4=NC=N3. Drug 2: C1=CN(C(=O)N=C1N)C2C(C(C(O2)CO)O)O.Cl. Cell line: UO-31. Synergy scores: CSS=28.6, Synergy_ZIP=-2.58, Synergy_Bliss=-0.597, Synergy_Loewe=3.29, Synergy_HSA=4.55.